This data is from Full USPTO retrosynthesis dataset with 1.9M reactions from patents (1976-2016). The task is: Predict the reactants needed to synthesize the given product. (1) The reactants are: C[O:2][C:3](=[O:27])[CH:4]([N:12]1[C:17](=[O:18])[C:16]([Cl:19])=[C:15]([O:20][CH2:21][CH:22]2[CH2:26][CH2:25][CH2:24][CH2:23]2)[CH:14]=[N:13]1)[CH2:5][CH:6]([CH2:10][CH3:11])[CH2:7][CH2:8][CH3:9].[OH-].[Na+]. Given the product [Cl:19][C:16]1[C:17](=[O:18])[N:12]([CH:4]([CH2:5][CH:6]([CH2:10][CH3:11])[CH2:7][CH2:8][CH3:9])[C:3]([OH:27])=[O:2])[N:13]=[CH:14][C:15]=1[O:20][CH2:21][CH:22]1[CH2:23][CH2:24][CH2:25][CH2:26]1, predict the reactants needed to synthesize it. (2) The reactants are: C(O)(C(F)(F)F)=[O:2].C([O:12][C:13](=[O:44])[CH2:14][O:15][CH2:16][CH2:17][O:18][CH2:19][CH2:20][O:21][CH2:22][CH2:23][O:24][CH2:25][CH2:26][O:27][CH2:28][CH2:29][O:30][CH2:31][CH2:32][NH:33][C:34]([O:36][CH2:37][C:38]1[CH:43]=[CH:42][CH:41]=[CH:40][CH:39]=1)=[O:35])(C)(C)C. Given the product [NH4+:33].[OH-:2].[CH2:37]([O:36][C:34]([NH:33][CH2:32][CH2:31][O:30][CH2:29][CH2:28][O:27][CH2:26][CH2:25][O:24][CH2:23][CH2:22][O:21][CH2:20][CH2:19][O:18][CH2:17][CH2:16][O:15][CH2:14][C:13]([OH:44])=[O:12])=[O:35])[C:38]1[CH:39]=[CH:40][CH:41]=[CH:42][CH:43]=1, predict the reactants needed to synthesize it. (3) Given the product [I:3][C:4]1[CH:5]=[N:6][N:7]([C:10]2[C:15]([C:16]([F:19])([F:18])[F:17])=[CH:14][CH:13]=[CH:12][N:11]=2)[CH:8]=1, predict the reactants needed to synthesize it. The reactants are: [H-].[Na+].[I:3][C:4]1[CH:5]=[N:6][NH:7][CH:8]=1.Cl[C:10]1[C:15]([C:16]([F:19])([F:18])[F:17])=[CH:14][CH:13]=[CH:12][N:11]=1.O. (4) The reactants are: Cl[C:2]1[CH:3]=[CH:4][C:5](F)=[C:6]([CH:8]([F:29])[CH:9]2[CH2:14][CH2:13][N:12]([C:15]3[N:20]=[C:19]4[CH:21]=[N:22][CH:23]=[CH:24][C:18]4=[N:17][C:16]=3[NH:25][CH:26]3[CH2:28][CH2:27]3)[CH2:11][CH2:10]2)[CH:7]=1.C1(NC2N=C3C=C(C)N=CC3=NC=2N2CCC(C(C3C=C(F)C=CC=3F)[F:48])CC2)CC1.C1(NC2N=C3C=CN=CC3=NC=2N2CCC(C(C3C=C(F)C=CC=3F)F)CC2)CC1. Given the product [CH:26]1([NH:25][C:16]2[N:17]=[C:18]3[CH:24]=[CH:23][N:22]=[CH:21][C:19]3=[N:20][C:15]=2[N:12]2[CH2:13][CH2:14][CH:9]([CH:8]([F:29])[C:6]3[CH:7]=[CH:2][C:3]([F:48])=[CH:4][CH:5]=3)[CH2:10][CH2:11]2)[CH2:27][CH2:28]1, predict the reactants needed to synthesize it. (5) Given the product [F:44][C:39]1[CH:40]=[N:41][CH:42]=[CH:43][C:38]=1[C:32]1[N:31]=[C:30]([N:18]2[CH2:19][CH2:20][NH:21][C@@H:16]([C:13]3[CH:12]=[CH:11][C:10]([N:4]4[CH2:5][CH2:6][O:7][CH2:8][CH2:9]4)=[CH:15][CH:14]=3)[CH2:17]2)[N:35]([CH3:36])[C:34](=[O:37])[CH:33]=1, predict the reactants needed to synthesize it. The reactants are: Cl.Cl.Cl.[N:4]1([C:10]2[CH:15]=[CH:14][C:13]([C@H:16]3[NH:21][CH2:20][CH2:19][NH:18][CH2:17]3)=[CH:12][CH:11]=2)[CH2:9][CH2:8][O:7][CH2:6][CH2:5]1.C(N(CC)CC)C.Cl[C:30]1[N:35]([CH3:36])[C:34](=[O:37])[CH:33]=[C:32]([C:38]2[CH:43]=[CH:42][N:41]=[CH:40][C:39]=2[F:44])[N:31]=1. (6) Given the product [CH:1]1[CH:2]=[CH:3][C:4]2[S:15][C:14]3[CH:13]=[CH:12][CH:11]=[CH:10][C:9]=3[N:8]=[C:7]([N:16]3[CH2:21][CH2:20][N:19]([CH2:22][CH2:23][O:24][CH2:25][CH2:26][OH:27])[CH2:18][CH2:17]3)[C:5]=2[CH:6]=1.[ClH:43], predict the reactants needed to synthesize it. The reactants are: [CH:1]1[CH:2]=[CH:3][C:4]2[S:15][C:14]3[CH:13]=[CH:12][CH:11]=[CH:10][C:9]=3[N:8]=[C:7]([N:16]3[CH2:21][CH2:20][N:19]([CH2:22][CH2:23][O:24][CH2:25][CH2:26][OH:27])[CH2:18][CH2:17]3)[C:5]=2[CH:6]=1.C(/C(O)=O)=C\C(O)=O.C(OCC)(=O)C.N.[ClH:43]. (7) Given the product [CH3:25][N:23]([CH3:22])[C:4]1[CH:5]=[C:6]([CH:16]=[C:17]([O:19][CH3:20])[CH:18]=1)[CH2:7][NH:8][C:9](=[O:15])[O:10][C:11]([CH3:14])([CH3:13])[CH3:12], predict the reactants needed to synthesize it. The reactants are: C=O.N[C:4]1[CH:5]=[C:6]([CH:16]=[C:17]([O:19][CH3:20])[CH:18]=1)[CH2:7][NH:8][C:9](=[O:15])[O:10][C:11]([CH3:14])([CH3:13])[CH3:12].[BH3-][C:22]#[N:23].[Na+].[CH3:25]C(O)=O. (8) Given the product [CH3:8][C:7]1[C:2]([C:22]2[CH:21]=[CH:20][C:19]3[C:24](=[CH:25][C:16]([C:10]4[CH:15]=[CH:14][CH:13]=[CH:12][CH:11]=4)=[CH:17][CH:18]=3)[CH:23]=2)=[N:3][CH:4]=[C:5]([CH3:9])[N:6]=1, predict the reactants needed to synthesize it. The reactants are: Cl[C:2]1[C:7]([CH3:8])=[N:6][C:5]([CH3:9])=[CH:4][N:3]=1.[C:10]1([C:16]2[CH:25]=[C:24]3[C:19]([CH:20]=[CH:21][C:22](B(O)O)=[CH:23]3)=[CH:18][CH:17]=2)[CH:15]=[CH:14][CH:13]=[CH:12][CH:11]=1.C(=O)([O-])[O-].[Na+].[Na+]. (9) Given the product [C:24]([C:26]1[CH:31]=[CH:30][C:29]([O:1][N:2]2[C:7]([CH3:9])([CH3:8])[CH2:6][CH2:5][CH2:4][C:3]2([CH3:11])[CH3:10])=[CH:28][CH:27]=1)(=[O:25])[C:23]1[CH:32]=[CH:33][CH:20]=[CH:21][CH:22]=1, predict the reactants needed to synthesize it. The reactants are: [OH:1][N:2]1[C:7]([CH3:9])([CH3:8])[CH2:6][CH2:5][CH2:4][C:3]1([CH3:11])[CH3:10].N(OC(C)(C)C)=O.N[C:20]1[CH:33]=[CH:32][C:23]([C:24]([C:26]2[CH:31]=[CH:30][CH:29]=[CH:28][CH:27]=2)=[O:25])=[CH:22][CH:21]=1.